Predict the reactants needed to synthesize the given product. From a dataset of Full USPTO retrosynthesis dataset with 1.9M reactions from patents (1976-2016). (1) Given the product [C:8]([O:12][C:13]([N:15]1[CH2:20][CH2:19][CH:18]([N:4]2[CH2:5][CH2:6][NH:1][C:2](=[O:7])[CH2:3]2)[CH2:17][CH2:16]1)=[O:14])([CH3:11])([CH3:9])[CH3:10], predict the reactants needed to synthesize it. The reactants are: [NH:1]1[CH2:6][CH2:5][NH:4][CH2:3][C:2]1=[O:7].[C:8]([O:12][C:13]([N:15]1[CH2:20][CH2:19][C:18](=O)[CH2:17][CH2:16]1)=[O:14])([CH3:11])([CH3:10])[CH3:9].C(O[BH-](OC(=O)C)OC(=O)C)(=O)C.[Na+]. (2) Given the product [CH3:1][CH:2]([CH3:38])[C@@H:3]([NH:11][C:12]([C:14]1[C:22]2[C:17](=[N:18][CH:19]=[C:20]([O:23][C:24]3[CH:25]=[CH:26][CH:27]=[CH:28][CH:29]=3)[N:21]=2)[NH:16][CH:15]=1)=[O:13])[C:4]([N:6]1[CH2:7][CH2:8][CH2:9][CH2:10]1)=[O:5], predict the reactants needed to synthesize it. The reactants are: [CH3:1][CH:2]([CH3:38])[C@@H:3]([NH:11][C:12]([C:14]1[C:22]2[C:17](=[N:18][CH:19]=[C:20]([O:23][C:24]3[CH:29]=[CH:28][CH:27]=[CH:26][CH:25]=3)[N:21]=2)[N:16](COCC[Si](C)(C)C)[CH:15]=1)=[O:13])[C:4]([N:6]1[CH2:10][CH2:9][CH2:8][CH2:7]1)=[O:5].FC(F)(F)C(O)=O. (3) Given the product [N:17]1[CH:18]=[CH:19][C:20]([C:23]2[S:24][CH:25]=[C:26]([C:28]([NH:31][C:32]3[CH:33]=[N:34][S:35][C:36]=3[N:37]3[CH2:38][CH2:39][N:40]([C:43]([O:45][C:46]([CH3:49])([CH3:48])[CH3:47])=[O:44])[CH2:41][CH2:42]3)=[O:30])[N:27]=2)=[CH:21][CH:22]=1, predict the reactants needed to synthesize it. The reactants are: FC1C=CC=C(F)C=1C1SC=C(C(O)=O)N=1.[N:17]1[CH:22]=[CH:21][C:20]([C:23]2[S:24][CH:25]=[C:26]([C:28]([OH:30])=O)[N:27]=2)=[CH:19][CH:18]=1.[NH2:31][C:32]1[CH:33]=[N:34][S:35][C:36]=1[N:37]1[CH2:42][CH2:41][N:40]([C:43]([O:45][C:46]([CH3:49])([CH3:48])[CH3:47])=[O:44])[CH2:39][CH2:38]1.